Dataset: Reaction yield outcomes from USPTO patents with 853,638 reactions. Task: Predict the reaction yield, written as a fraction of the theoretical maximum amount of product (1.0 means a 100% yield; for example, 0.34 means a 34% yield). (1) The reactants are [S:1]([C:5]1[CH:6]=[C:7]([CH:12]=[CH:13][CH:14]=1)[C:8](OC)=[O:9])(=[O:4])(=[O:3])[NH2:2].[NH2:15][NH2:16]. The catalyst is CO. The product is [NH:15]([C:8]([C:7]1[CH:6]=[C:5]([S:1]([NH2:2])(=[O:4])=[O:3])[CH:14]=[CH:13][CH:12]=1)=[O:9])[NH2:16]. The yield is 0.508. (2) The reactants are [Cl:1][C:2]1[C:3](=[O:14])O[C:5](=[O:13])[C:6]=1[C:7]1[CH:12]=[CH:11][CH:10]=[CH:9][CH:8]=1.[CH2:15]([NH2:19])[CH2:16][CH2:17][CH3:18]. The catalyst is C(O)(=O)C. The product is [CH2:15]([N:19]1[C:5](=[O:13])[C:6]([C:7]2[CH:8]=[CH:9][CH:10]=[CH:11][CH:12]=2)=[C:2]([Cl:1])[C:3]1=[O:14])[CH2:16][CH2:17][CH3:18]. The yield is 0.420. (3) The reactants are [OH:1][C:2]1[C:7]([N+:8]([O-:10])=[O:9])=[CH:6][CH:5]=[CH:4][C:3]=1[C:11](=[O:13])[CH3:12].[F:14][C:15]([F:25])([F:24])[C:16]1[CH:23]=[CH:22][CH:21]=[CH:20][C:17]=1[CH:18]=O.[OH-].[K+].Cl. The catalyst is CCO. The product is [OH:1][C:2]1[C:7]([N+:8]([O-:10])=[O:9])=[CH:6][CH:5]=[CH:4][C:3]=1[C:11](=[O:13])/[CH:12]=[CH:18]/[C:17]1[CH:20]=[CH:21][CH:22]=[CH:23][C:16]=1[C:15]([F:14])([F:24])[F:25]. The yield is 0.950. (4) The reactants are [CH2:1]([O:3][C:4]([C:6]1[CH:7]=[C:8]([C:11]([OH:13])=O)[S:9][CH:10]=1)=[O:5])[CH3:2].CN(C)CCCN=C=NCC.Cl.[CH3:26][C:27]1[CH:28]=[C:29]([CH:32]=[C:33]([CH3:35])[CH:34]=1)[CH2:30][NH2:31]. The catalyst is C(Cl)Cl. The product is [CH2:1]([O:3][C:4]([C:6]1[CH:7]=[C:8]([C:11](=[O:13])[NH:31][CH2:30][C:29]2[CH:32]=[C:33]([CH3:35])[CH:34]=[C:27]([CH3:26])[CH:28]=2)[S:9][CH:10]=1)=[O:5])[CH3:2]. The yield is 0.730. (5) The reactants are Cl[C:2]1[O:3][C:4]([C:7]2[N:12]=[C:11]([NH:13][C:14]3[CH:19]=[C:18]([CH3:20])[CH:17]=[CH:16][N:15]=3)[CH:10]=[CH:9][CH:8]=2)=[CH:5][N:6]=1.C([O-])([O-])=O.[K+].[K+].[CH:27]1([SH:33])[CH2:32][CH2:31][CH2:30][CH2:29][CH2:28]1.O. The catalyst is CC(O)C. The product is [CH:27]1([S:33][C:2]2[O:3][C:4]([C:7]3[N:12]=[C:11]([NH:13][C:14]4[CH:19]=[C:18]([CH3:20])[CH:17]=[CH:16][N:15]=4)[CH:10]=[CH:9][CH:8]=3)=[CH:5][N:6]=2)[CH2:32][CH2:31][CH2:30][CH2:29][CH2:28]1. The yield is 0.710. (6) The reactants are [BrH:1].[NH2:2][C:3]1[CH:23]=[CH:22][C:6]2[CH2:7][CH2:8][N:9](C(OCC3C=CC=CC=3)=O)[CH2:10][CH2:11][C:5]=2[CH:4]=1. The catalyst is CC(O)=O. The product is [BrH:1].[BrH:1].[CH2:7]1[C:6]2[CH:22]=[CH:23][C:3]([NH2:2])=[CH:4][C:5]=2[CH2:11][CH2:10][NH:9][CH2:8]1. The yield is 0.940. (7) The reactants are [NH2:1][C@@H:2]1[C:16](=[O:17])[N:15]2[CH2:18][C@H:19]([O:21][C:22]3[CH:31]=[N:30][C:29]4[C:24](=[CH:25][CH:26]=[CH:27][CH:28]=4)[N:23]=3)[CH2:20][C@H:14]2[C:13](=[O:32])[NH:12][C@:11]2([C:34]([NH:36][S:37]([CH:40]3[CH2:42][CH2:41]3)(=[O:39])=[O:38])=[O:35])[CH2:33][C@H:10]2[CH2:9][C:8]([F:44])([F:43])[CH2:7][CH2:6][CH2:5][CH2:4][CH2:3]1.Cl.N1C=CC=CC=1.[CH3:52][C:53]1[O:57][N:56]=[C:55]([C:58](O)=[O:59])[CH:54]=1.CN(C(ON1N=NC2C=CC=NC1=2)=[N+](C)C)C.F[P-](F)(F)(F)(F)F. The catalyst is CN(C=O)C.C(OCC)(=O)C. The product is [CH:40]1([S:37]([NH:36][C:34]([C@@:11]23[CH2:33][C@H:10]2[CH2:9][C:8]([F:43])([F:44])[CH2:7][CH2:6][CH2:5][CH2:4][CH2:3][C@H:2]([NH:1][C:58]([C:55]2[CH:54]=[C:53]([CH3:52])[O:57][N:56]=2)=[O:59])[C:16](=[O:17])[N:15]2[CH2:18][C@H:19]([O:21][C:22]4[CH:31]=[N:30][C:29]5[C:24](=[CH:25][CH:26]=[CH:27][CH:28]=5)[N:23]=4)[CH2:20][C@H:14]2[C:13](=[O:32])[NH:12]3)=[O:35])(=[O:39])=[O:38])[CH2:42][CH2:41]1. The yield is 0.860. (8) The reactants are Cl.[CH:2]([CH:15]1[C:20](=[O:21])[CH2:19][CH2:18][NH:17][CH2:16]1)([C:9]1[CH:14]=[CH:13][CH:12]=[CH:11][CH:10]=1)[C:3]1[CH:8]=[CH:7][CH:6]=[CH:5][CH:4]=1.[N-:22]=[C:23]=[S:24].[K+]. The catalyst is C(O)C. The product is [CH:2]([CH:15]1[C:20](=[O:21])[CH2:19][CH2:18][N:17]([C:23](=[S:24])[NH2:22])[CH2:16]1)([C:9]1[CH:14]=[CH:13][CH:12]=[CH:11][CH:10]=1)[C:3]1[CH:4]=[CH:5][CH:6]=[CH:7][CH:8]=1. The yield is 0.400.